From a dataset of Full USPTO retrosynthesis dataset with 1.9M reactions from patents (1976-2016). Predict the reactants needed to synthesize the given product. (1) Given the product [ClH:51].[ClH:51].[F:1][C:2]1[C:7]2[N:8]([CH2:39][CH2:40][CH2:41][CH2:42][O:43][CH3:44])[C:9]([C:11]([N:13]([CH2:35][CH:36]([CH3:37])[CH3:38])[C@H:14]3[CH2:19][C@@H:18]([C:20]([N:22]4[CH2:27][CH2:26][O:25][CH2:24][CH2:23]4)=[O:21])[CH2:17][NH:16][CH2:15]3)=[O:12])=[N:10][C:6]=2[CH:5]=[CH:4][CH:3]=1, predict the reactants needed to synthesize it. The reactants are: [F:1][C:2]1[C:7]2[N:8]([CH2:39][CH2:40][CH2:41][CH2:42][O:43][CH3:44])[C:9]([C:11]([N:13]([CH2:35][CH:36]([CH3:38])[CH3:37])[C@H:14]3[CH2:19][C@@H:18]([C:20]([N:22]4[CH2:27][CH2:26][O:25][CH2:24][CH2:23]4)=[O:21])[CH2:17][N:16](C(OC(C)(C)C)=O)[CH2:15]3)=[O:12])=[N:10][C:6]=2[CH:5]=[CH:4][CH:3]=1.C(OCC)(=O)C.[ClH:51]. (2) The reactants are: C(OC([N:8]1[C@H:12]([C:13](O)=O)[C@@H:11]([CH:16]([CH3:18])[CH3:17])[O:10]C1(C)C)=O)(C)(C)C.[CH3:21][CH:22]([C:24]1[CH:25]=[C:26]([NH2:31])[C:27]([NH2:30])=[CH:28][CH:29]=1)[CH3:23]. Given the product [NH2:8][C@H:12]([C:13]1[NH:30][C:27]2[CH:28]=[CH:29][C:24]([CH:22]([CH3:21])[CH3:23])=[CH:25][C:26]=2[N:31]=1)[C@H:11]([OH:10])[CH:16]([CH3:18])[CH3:17], predict the reactants needed to synthesize it. (3) Given the product [Cl:23][C:11]1[CH:12]=[C:13]([C:14]([O:16][CH3:17])=[O:15])[C:8]2[C:7]([CH3:20])=[N:6][NH:5][C:9]=2[N:10]=1, predict the reactants needed to synthesize it. The reactants are: CC([N:5]1[C:9]2[N:10]=[C:11](O)[CH:12]=[C:13]([C:14]([O:16][CH2:17]C)=[O:15])[C:8]=2[C:7]([CH3:20])=[N:6]1)(C)C.P(Cl)(Cl)([Cl:23])=O. (4) The reactants are: [C:1]([O:6][CH2:7][CH3:8])(=[O:5])[CH:2]([CH3:4])[CH3:3].C([N-][CH:13]([CH3:15])[CH3:14])(C)C.[Li+].[Br:17][C:18](Br)(CC)CC.[CH2:24]1COCC1. Given the product [Br:17][CH2:18][CH2:15][CH2:13][CH2:14][CH2:3][C:2]([CH3:24])([CH3:4])[C:1]([O:6][CH2:7][CH3:8])=[O:5], predict the reactants needed to synthesize it.